The task is: Regression/Classification. Given a drug SMILES string, predict its absorption, distribution, metabolism, or excretion properties. Task type varies by dataset: regression for continuous measurements (e.g., permeability, clearance, half-life) or binary classification for categorical outcomes (e.g., BBB penetration, CYP inhibition). Dataset: cyp1a2_veith.. This data is from CYP1A2 inhibition data for predicting drug metabolism from PubChem BioAssay. The compound is CCOC(=O)C[n+]1c(C)sc2ccc(OC)cc21.[Br-]. The result is 1 (inhibitor).